From a dataset of Full USPTO retrosynthesis dataset with 1.9M reactions from patents (1976-2016). Predict the reactants needed to synthesize the given product. (1) Given the product [C:1]([C:3]1[CH:11]=[CH:10][C:6]([C:7]([O:9][CH3:13])=[O:8])=[C:5]([F:12])[CH:4]=1)#[N:2], predict the reactants needed to synthesize it. The reactants are: [C:1]([C:3]1[CH:11]=[CH:10][C:6]([C:7]([OH:9])=[O:8])=[C:5]([F:12])[CH:4]=1)#[N:2].[C:13](=O)([O-])[O-].[K+].[K+].CI.O. (2) The reactants are: C1(P(C2C=CC=CC=2)C2C=CC=CC=2)C=CC=CC=1.[N:20]([CH2:23][C:24]1[CH:25]=[C:26]2[C:31](=[CH:32][CH:33]=1)[CH2:30][N:29]([C:34]([O:36][C:37]([CH3:40])([CH3:39])[CH3:38])=[O:35])[CH2:28][CH2:27]2)=[N+]=[N-].O.[OH-].[Na+]. Given the product [NH2:20][CH2:23][C:24]1[CH:25]=[C:26]2[C:31](=[CH:32][CH:33]=1)[CH2:30][N:29]([C:34]([O:36][C:37]([CH3:40])([CH3:39])[CH3:38])=[O:35])[CH2:28][CH2:27]2, predict the reactants needed to synthesize it.